This data is from Reaction yield outcomes from USPTO patents with 853,638 reactions. The task is: Predict the reaction yield, written as a fraction of the theoretical maximum amount of product (1.0 means a 100% yield; for example, 0.34 means a 34% yield). (1) The reactants are [F:1][C:2]1[CH:3]=[CH:4][CH:5]=[C:6]2[C:11]=1[N:10]=[C:9]([N:12]1[CH2:17][CH2:16][N:15]([C:18]3[CH:23]=[CH:22][CH:21]=[C:20]([O:24][CH3:25])[CH:19]=3)[CH2:14][CH2:13]1)[N:8]([C:26]1[CH:31]=[C:30]([C:32]([F:35])([F:34])[F:33])[CH:29]=[CH:28][C:27]=1[O:36][CH3:37])[C@@H:7]2[CH2:38][C:39]([OH:41])=[O:40].C[O-].[Na+]. The catalyst is C(#N)C.C(O)C. The product is [F:1][C:2]1[CH:3]=[CH:4][CH:5]=[C:6]2[C:11]=1[N:10]=[C:9]([N:12]1[CH2:13][CH2:14][N:15]([C:18]3[CH:23]=[CH:22][CH:21]=[C:20]([O:24][CH3:25])[CH:19]=3)[CH2:16][CH2:17]1)[N:8]([C:26]1[CH:31]=[C:30]([C:32]([F:35])([F:34])[F:33])[CH:29]=[CH:28][C:27]=1[O:36][CH3:37])[CH:7]2[CH2:38][C:39]([OH:41])=[O:40]. The yield is 1.00. (2) The reactants are [N:1]1[NH:2][N:3]=[N:4][C:5]=1[NH2:6].Cl[CH2:8][C:9]1[C:10]([CH3:15])=[N:11][O:12][C:13]=1[CH3:14].C(=O)([O-])[O-].[K+].[K+]. The catalyst is CN(C=O)C.ClCCl. The product is [CH3:15][C:10]1[C:9]([CH2:8][N:2]2[N:3]=[N:4][C:5]([NH2:6])=[N:1]2)=[C:13]([CH3:14])[O:12][N:11]=1. The yield is 0.400. (3) The yield is 0.0700. The catalyst is C(OCC)(=O)CC. The reactants are [F:1][C:2]1[CH:19]=[CH:18][C:5](/[CH:6]=[N:7]/[C:8]2[CH:16]=[CH:15][CH:14]=[C:13]3[C:9]=2[CH2:10][O:11][C:12]3=[O:17])=[CH:4][CH:3]=1.[CH2:20]([N:22]1[CH:26]=[CH:25][N:24]=[C:23]1[CH:27]=O)[CH3:21].[O-:29][CH2:30][CH3:31].[Na+]. The product is [CH2:20]([N:22]1[CH:26]=[CH:25][N:24]=[C:23]1[CH:27]1[C:30](=[O:29])[C:31]2[C:13]([C:12]([O:11][CH2:10][CH3:9])=[O:17])=[CH:14][CH:15]=[CH:16][C:8]=2[NH:7][CH:6]1[C:5]1[CH:18]=[CH:19][C:2]([F:1])=[CH:3][CH:4]=1)[CH3:21].